From a dataset of Reaction yield outcomes from USPTO patents with 853,638 reactions. Predict the reaction yield, written as a fraction of the theoretical maximum amount of product (1.0 means a 100% yield; for example, 0.34 means a 34% yield). (1) The reactants are Cl[C:2](Cl)([O:4]C(=O)OC(Cl)(Cl)Cl)Cl.[NH2:13][C:14]1[CH:15]=[C:16]([C@H:20]([N:27]([CH3:45])[C:28](=[O:44])[CH:29]([C:37]2[CH:42]=[CH:41][C:40]([Cl:43])=[CH:39][CH:38]=2)[C:30]2[CH:35]=[CH:34][C:33]([Cl:36])=[CH:32][CH:31]=2)[CH2:21][N:22]2[CH2:26][CH2:25][CH2:24][CH2:23]2)[CH:17]=[CH:18][CH:19]=1.C(N(CC)CC)C.ClC(Cl)C.[CH3:57][O:58][CH2:59][CH2:60][O:61][CH2:62][CH2:63][O:64][CH2:65][CH2:66][O:67][CH2:68][CH2:69][O:70][CH2:71][CH2:72][NH2:73]. The catalyst is C(#N)C.ClCCl.O. The product is [Cl:36][C:33]1[CH:34]=[CH:35][C:30]([CH:29]([C:37]2[CH:42]=[CH:41][C:40]([Cl:43])=[CH:39][CH:38]=2)[C:28]([N:27]([CH3:45])[C@@H:20]([C:16]2[CH:17]=[CH:18][CH:19]=[C:14]([NH:13][C:2](=[O:4])[NH:73][CH2:72][CH2:71][O:70][CH2:69][CH2:68][O:67][CH2:66][CH2:65][O:64][CH2:63][CH2:62][O:61][CH2:60][CH2:59][O:58][CH3:57])[CH:15]=2)[CH2:21][N:22]2[CH2:23][CH2:24][CH2:25][CH2:26]2)=[O:44])=[CH:31][CH:32]=1. The yield is 0.430. (2) The reactants are [C:1]([NH:9][C:10]1[C:11]2[N:12]=[CH:13][N:14]([C:30]=2[N:31]=[CH:32][N:33]=1)[C@@H:15]1[O:29][C@H:19]([CH2:20][O:21][Si:22]([C:25]([CH3:28])([CH3:27])[CH3:26])([CH3:24])[CH3:23])[C@@H:17]([OH:18])[CH2:16]1)(=[O:8])[C:2]1[CH:7]=[CH:6][CH:5]=[CH:4][CH:3]=1.[CH3:34][S:35]([CH3:37])=O.C(OC(=O)C)(=O)C.C([O-])(O)=O.[Na+]. The catalyst is C(O)(=O)C. The product is [C:1]([NH:9][C:10]1[C:11]2[N:12]=[CH:13][N:14]([C:30]=2[N:31]=[CH:32][N:33]=1)[C@@H:15]1[O:29][C@H:19]([CH2:20][O:21][Si:22]([C:25]([CH3:26])([CH3:27])[CH3:28])([CH3:24])[CH3:23])[C@@H:17]([O:18][CH2:34][S:35][CH3:37])[CH2:16]1)(=[O:8])[C:2]1[CH:3]=[CH:4][CH:5]=[CH:6][CH:7]=1. The yield is 0.710. (3) The reactants are [Cl:1][C:2]1[CH:7]=[C:6]([Cl:8])[CH:5]=[CH:4][C:3]=1[C:9]1[N:10]=[C:11](/[CH:14]=[CH:15]/[C:16]2[CH:21]=[CH:20][C:19]([C:22]3[CH:27]=[CH:26][C:25]([O:28][CH3:29])=[CH:24][CH:23]=3)=[CH:18][CH:17]=2)[NH:12][CH:13]=1.[CH:30]1(Br)[CH2:32][CH2:31]1. No catalyst specified. The product is [CH:30]1([N:12]2[CH:13]=[C:9]([C:3]3[CH:4]=[CH:5][C:6]([Cl:8])=[CH:7][C:2]=3[Cl:1])[N:10]=[C:11]2/[CH:14]=[CH:15]/[C:16]2[CH:21]=[CH:20][C:19]([C:22]3[CH:23]=[CH:24][C:25]([O:28][CH3:29])=[CH:26][CH:27]=3)=[CH:18][CH:17]=2)[CH2:32][CH2:31]1. The yield is 0.300.